From a dataset of Peptide-MHC class II binding affinity with 134,281 pairs from IEDB. Regression. Given a peptide amino acid sequence and an MHC pseudo amino acid sequence, predict their binding affinity value. This is MHC class II binding data. (1) The binding affinity (normalized) is 0.311. The peptide sequence is AAATAGTTVYGLFAA. The MHC is HLA-DPA10103-DPB10401 with pseudo-sequence HLA-DPA10103-DPB10401. (2) The peptide sequence is QRMFTREELIHFPEF. The MHC is HLA-DQA10201-DQB10303 with pseudo-sequence HLA-DQA10201-DQB10303. The binding affinity (normalized) is 0. (3) The peptide sequence is RVPEDLLAMVVAVEQ. The MHC is DRB1_1001 with pseudo-sequence DRB1_1001. The binding affinity (normalized) is 1.00. (4) The peptide sequence is NLDVYDWSIPDDLLA. The binding affinity (normalized) is 0.119. The MHC is DRB1_1101 with pseudo-sequence DRB1_1101. (5) The peptide sequence is EQCCTSICSLYQLEN. The MHC is DRB1_1101 with pseudo-sequence DRB1_1101. The binding affinity (normalized) is 0.168.